This data is from Forward reaction prediction with 1.9M reactions from USPTO patents (1976-2016). The task is: Predict the product of the given reaction. (1) Given the reactants [F:1][C:2]1[CH:10]=[C:9]2[C:5]([C:6]([C:20]3[CH:28]=[C:27]4[C:23]([CH:24]=[N:25][NH:26]4)=[CH:22][CH:21]=3)=[CH:7][N:8]2S(C2C=CC=CC=2)(=O)=O)=[CH:4][CH:3]=1.[OH-].[Na+], predict the reaction product. The product is: [F:1][C:2]1[CH:10]=[C:9]2[C:5]([C:6]([C:20]3[CH:28]=[C:27]4[C:23]([CH:24]=[N:25][NH:26]4)=[CH:22][CH:21]=3)=[CH:7][NH:8]2)=[CH:4][CH:3]=1. (2) Given the reactants [F:1][C:2]1[CH:7]=[CH:6][C:5]([F:8])=[CH:4][C:3]=1[C@H:9]1[CH2:13][C@H:12]([F:14])[CH2:11][N:10]1C(OC(C)(C)C)=O.C(O)(C(F)(F)F)=O, predict the reaction product. The product is: [F:1][C:2]1[CH:7]=[CH:6][C:5]([F:8])=[CH:4][C:3]=1[C@H:9]1[CH2:13][C@H:12]([F:14])[CH2:11][NH:10]1.